From a dataset of Forward reaction prediction with 1.9M reactions from USPTO patents (1976-2016). Predict the product of the given reaction. (1) Given the reactants Cl.[NH2:2][CH:3]([C:5]1[C:6]([O:27][CH2:28][CH3:29])=[C:7]([CH:13]2[CH2:16][N:15]([C:17]([O:19][CH2:20][C:21]3[CH:26]=[CH:25][CH:24]=[CH:23][CH:22]=3)=[O:18])[CH2:14]2)[C:8]([CH3:12])=[C:9]([Cl:11])[CH:10]=1)[CH3:4].Br[C:31]1[N:39]=[CH:38][N:37]=[C:36]2[C:32]=1[N:33]=[CH:34][NH:35]2.CCN(C(C)C)C(C)C, predict the reaction product. The product is: [Cl:11][C:9]1[C:8]([CH3:12])=[C:7]([CH:13]2[CH2:16][N:15]([C:17]([O:19][CH2:20][C:21]3[CH:26]=[CH:25][CH:24]=[CH:23][CH:22]=3)=[O:18])[CH2:14]2)[C:6]([O:27][CH2:28][CH3:29])=[C:5]([CH:3]([NH:2][C:31]2[N:39]=[CH:38][N:37]=[C:36]3[C:32]=2[N:33]=[CH:34][NH:35]3)[CH3:4])[CH:10]=1. (2) Given the reactants [Cl:1][C:2]1[CH:7]=[C:6]([Cl:8])[CH:5]=[CH:4][C:3]=1[C:9]([F:13])([CH3:12])[C:10]#[N:11].B.C1COCC1, predict the reaction product. The product is: [ClH:1].[Cl:1][C:2]1[CH:7]=[C:6]([Cl:8])[CH:5]=[CH:4][C:3]=1[C:9]([F:13])([CH3:12])[CH2:10][NH2:11]. (3) Given the reactants CS(Cl)(=O)=O.[Cl:6][C:7]1[C:8]([C:13]2[N:17]([CH2:18][C:19]([F:22])([F:21])[F:20])[N:16]=[CH:15][C:14]=2[C:23]([OH:25])=O)=[N:9][CH:10]=[CH:11][CH:12]=1.[NH2:26][C:27]1[C:35]([CH3:36])=[CH:34][C:33](/[CH:37]=[N:38]/[O:39][CH3:40])=[CH:32][C:28]=1[C:29](O)=[O:30].C([O-])([O-])=O.[K+].[K+], predict the reaction product. The product is: [Cl:6][C:7]1[C:8]([C:13]2[N:17]([CH2:18][C:19]([F:20])([F:21])[F:22])[N:16]=[CH:15][C:14]=2[C:23]2[O:25][C:29](=[O:30])[C:28]3[CH:32]=[C:33](/[CH:37]=[N:38]/[O:39][CH3:40])[CH:34]=[C:35]([CH3:36])[C:27]=3[N:26]=2)=[N:9][CH:10]=[CH:11][CH:12]=1.